From a dataset of Full USPTO retrosynthesis dataset with 1.9M reactions from patents (1976-2016). Predict the reactants needed to synthesize the given product. (1) Given the product [Br:15][C:4]1[CH:3]=[C:2]([CH3:1])[S:6][C:5]=1[NH:7][C:8](=[O:14])[O:9][C:10]([CH3:11])([CH3:13])[CH3:12], predict the reactants needed to synthesize it. The reactants are: [CH3:1][C:2]1[S:6][C:5]([NH:7][C:8](=[O:14])[O:9][C:10]([CH3:13])([CH3:12])[CH3:11])=[CH:4][CH:3]=1.[Br:15]Br.O.[OH-].[Na+]. (2) Given the product [CH2:10]([C:14]1[S:23][C:22]2[NH:21][C:20]3[CH:24]=[CH:25][CH:26]=[CH:27][C:19]=3[N:18]=[C:17]([N:41]3[CH2:40][CH2:39][NH:38][C@@H:37]([CH2:29][CH2:30][C:31]4[CH:36]=[CH:35][CH:34]=[CH:33][CH:32]=4)[CH2:42]3)[C:16]=2[N:15]=1)[CH2:11][CH2:12][CH3:13], predict the reactants needed to synthesize it. The reactants are: FC(F)(F)S(OC)(=O)=O.[CH2:10]([C:14]1[S:23][C:22]2[NH:21][C:20]3[CH:24]=[CH:25][CH:26]=[CH:27][C:19]=3[NH:18][C:17](=S)[C:16]=2[N:15]=1)[CH2:11][CH2:12][CH3:13].[CH2:29]([C@H:37]1[CH2:42][NH:41][CH2:40][CH2:39][NH:38]1)[CH2:30][C:31]1[CH:36]=[CH:35][CH:34]=[CH:33][CH:32]=1.N1C=CC=CC=1. (3) Given the product [Cl:20][C:5]1[C:6]([NH:9][C@@H:10]2[C@@H:15]3[CH2:16][C@@H:12]([CH:13]=[CH:14]3)[C@@H:11]2[C:17]([NH2:19])=[O:18])=[C:7]2[N:8]=[C:27]([C:26]3[S:25][C:24]([N:29]([CH3:31])[CH3:30])=[N:23][C:22]=3[Cl:21])[NH:1][C:2]2=[N:3][CH:4]=1, predict the reactants needed to synthesize it. The reactants are: [NH2:1][C:2]1[C:7]([NH2:8])=[C:6]([NH:9][C@@H:10]2[C@@H:15]3[CH2:16][C@@H:12]([CH:13]=[CH:14]3)[C@@H:11]2[C:17]([NH2:19])=[O:18])[C:5]([Cl:20])=[CH:4][N:3]=1.[Cl:21][C:22]1[N:23]=[C:24]([N:29]([CH3:31])[CH3:30])[S:25][C:26]=1[CH:27]=O.C([O-])(=O)C.[NH4+]. (4) Given the product [CH2:27]([CH2:28][CH2:29][C:7]([OH:8])=[S:1])[CH2:26]/[CH:25]=[CH:24]/[CH2:23]/[CH:22]=[CH:21]/[CH2:35][CH3:36], predict the reactants needed to synthesize it. The reactants are: [SH:1]CCC(O)=O.[CH3:7][O-:8].[Na+].[Na].C1(C)C=CC(S(O[CH2:21][CH2:22]/[CH:23]=[CH:24]\[CH2:25]/[CH:26]=[CH:27]\[CH2:28][CH3:29])(=O)=O)=CC=1.Cl.C(O[CH2:35][CH3:36])C. (5) The reactants are: [OH:1][C:2]1[CH:3]=[C:4]([CH:7]=[CH:8][CH:9]=1)[CH:5]=[O:6].[H-].[Na+].[CH3:12][O:13][CH2:14]Cl.O. Given the product [CH3:12][O:13][CH2:14][O:1][C:2]1[CH:3]=[C:4]([CH:7]=[CH:8][CH:9]=1)[CH:5]=[O:6], predict the reactants needed to synthesize it. (6) The reactants are: [N:1]#[C:2]Br.[NH:4]1[CH2:8][CH2:7][N:6]=[C:5]1[C:9]1[C:14]([NH2:15])=[C:13]([O:16][CH3:17])[C:12]([O:18][CH2:19][CH2:20][CH2:21][N:22]2[CH2:27][CH2:26][O:25][CH2:24][CH2:23]2)=[CH:11][CH:10]=1. Given the product [CH3:17][O:16][C:13]1[C:14]2[N:15]=[C:2]([NH2:1])[N:4]3[CH2:8][CH2:7][N:6]=[C:5]3[C:9]=2[CH:10]=[CH:11][C:12]=1[O:18][CH2:19][CH2:20][CH2:21][N:22]1[CH2:27][CH2:26][O:25][CH2:24][CH2:23]1, predict the reactants needed to synthesize it.